The task is: Predict the reaction yield, written as a fraction of the theoretical maximum amount of product (1.0 means a 100% yield; for example, 0.34 means a 34% yield).. This data is from Reaction yield outcomes from USPTO patents with 853,638 reactions. (1) The reactants are [Cl:1][C:2]1[C:6]([Cl:7])=[C:5]([CH3:8])[NH:4][C:3]=1[C:9]([O:11]CC)=[O:10].C(Cl)Cl.[Li+].[OH-].Cl. The catalyst is CO. The product is [Cl:1][C:2]1[C:6]([Cl:7])=[C:5]([CH3:8])[NH:4][C:3]=1[C:9]([OH:11])=[O:10]. The yield is 0.640. (2) The reactants are [N:1]1([C:7]2[CH:16]=[CH:15][CH:14]=[C:13]3[C:8]=2[C:9]([NH2:18])=[N:10][C:11]([NH2:17])=[N:12]3)[CH2:6][CH2:5][NH:4][CH2:3][CH2:2]1.[Cl:19][C:20]1[CH:28]=[CH:27][C:23]([C:24](Cl)=[O:25])=[CH:22][CH:21]=1. No catalyst specified. The product is [Cl:19][C:20]1[CH:28]=[CH:27][C:23]([C:24]([N:4]2[CH2:5][CH2:6][N:1]([C:7]3[CH:16]=[CH:15][CH:14]=[C:13]4[C:8]=3[C:9]([NH2:18])=[N:10][C:11]([NH2:17])=[N:12]4)[CH2:2][CH2:3]2)=[O:25])=[CH:22][CH:21]=1. The yield is 0.530. (3) The reactants are [OH:1][CH:2]1[CH2:7][CH2:6][NH:5][CH2:4][CH2:3]1.C([O-])([O-])=O.[K+].[K+].Br[CH:15]([CH3:17])[CH3:16]. The catalyst is CO. The product is [CH:15]([N:5]1[CH2:6][CH2:7][CH:2]([OH:1])[CH2:3][CH2:4]1)([CH3:17])[CH3:16]. The yield is 0.800. (4) The reactants are C(=O)([O-])[O-].[K+].[K+].[C:7]1([N:13]2[C:17]3([CH2:22][CH2:21][CH2:20][CH2:19][CH2:18]3)[C:16](=[O:23])[NH:15][CH2:14]2)[CH:12]=[CH:11][CH:10]=[CH:9][CH:8]=1.Cl[CH2:25][C:26]([NH:28][C:29]1[C:34]([CH:35]([CH3:37])[CH3:36])=[CH:33][CH:32]=[CH:31][C:30]=1[CH:38]([CH3:40])[CH3:39])=[O:27]. The catalyst is C(C(C)=O)C. The product is [CH:38]([C:30]1[CH:31]=[CH:32][CH:33]=[C:34]([CH:35]([CH3:36])[CH3:37])[C:29]=1[NH:28][C:26](=[O:27])[CH2:25][N:15]1[C:16](=[O:23])[C:17]2([CH2:22][CH2:21][CH2:20][CH2:19][CH2:18]2)[N:13]([C:7]2[CH:8]=[CH:9][CH:10]=[CH:11][CH:12]=2)[CH2:14]1)([CH3:39])[CH3:40]. The yield is 0.580. (5) The reactants are [F:1][C:2]1[CH:9]=[C:8](I)[CH:7]=[CH:6][C:3]=1[C:4]#[N:5].[Cl:11][C:12]1[C:13]([OH:19])=[CH:14][C:15](=[O:18])[NH:16][CH:17]=1.COC1C2C(=C3C(=CC=2)C(OC)=CC=N3)N=CC=1.C(=O)([O-])[O-].[K+].[K+].Cl. The catalyst is CS(C)=O.O.[Cu]I. The product is [Cl:11][C:12]1[C:13]([OH:19])=[CH:14][C:15](=[O:18])[N:16]([C:8]2[CH:7]=[CH:6][C:3]([C:4]#[N:5])=[C:2]([F:1])[CH:9]=2)[CH:17]=1. The yield is 0.433. (6) The reactants are ClCCl.CS(C)=O.C(N(C(C)C)CC)(C)C.[OH:17][C@@H:18]([C@@H:29]([NH:34][C:35]([C@@H:37]1[CH2:41][CH2:40][CH2:39][N:38]1[C:42]([O:44][CH2:45][C:46]1[CH:51]=[CH:50][CH:49]=[CH:48][CH:47]=1)=[O:43])=[O:36])[CH2:30][CH2:31][CH2:32][CH3:33])[C:19]([NH:21][C@H:22]1[CH2:27][CH2:26][CH2:25][CH2:24][C@@H:23]1[OH:28])=[O:20]. The catalyst is CS(C)=O. The product is [O:20]=[C:19]([NH:21][C@H:22]1[CH2:27][CH2:26][CH2:25][CH2:24][C:23]1=[O:28])[C:18](=[O:17])[C@@H:29]([NH:34][C:35]([C@@H:37]1[CH2:41][CH2:40][CH2:39][N:38]1[C:42]([O:44][CH2:45][C:46]1[CH:51]=[CH:50][CH:49]=[CH:48][CH:47]=1)=[O:43])=[O:36])[CH2:30][CH2:31][CH2:32][CH3:33]. The yield is 0.861.